From a dataset of Drug-target binding data from BindingDB using IC50 measurements. Regression. Given a target protein amino acid sequence and a drug SMILES string, predict the binding affinity score between them. We predict pIC50 (pIC50 = -log10(IC50 in M); higher means more potent). Dataset: bindingdb_ic50. (1) The drug is O=C(Nc1nc2ccccc2[nH]1)c1cc(Cl)cc(Cl)c1. The target protein (Q3UVX5) has sequence MVLLLILSVLLLKEDVRGSAQSSERRVVAHMPGDIIIGALFSVHHQPTVDKVHERKCGAVREQYGIQRVEAMLHTLERINSDPTLLPNITLGCEIRDSCWHSAVALEQSIEFIRDSLISSEEEEGLVRCVDGSSSFRSKKPIVGVIGPGSSSVAIQVQNLLQLFNIPQIAYSATSMDLSDKTLFKYFMRVVPSDAQQARAMVDIVKRYNWTYVSAVHTEGNYGESGMEAFKDMSAKEGICIAHSYKIYSNAGEQSFDKLLKKLRSHLPKARVVACFCEGMTVRGLLMAMRRLGLAGEFLLLGSDGWADRYDVTDGYQREAVGGITIKLQSPDVKWFDDYYLKLRPETNLRNPWFQEFWQHRFQCRLEGFAQENSKYNKTCNSSLTLRTHHVQDSKMGFVINAIYSMAYGLHNMQMSLCPGYAGLCDAMKPIDGRKLLDSLMKTNFTGVSGDMILFDENGDSPGRYEIMNFKEMGKDYFDYINVGSWDNGELKMDDDEVWS.... The pIC50 is 5.2. (2) The pIC50 is 4.7. The target protein sequence is DAAIAEDPPDAIAGLQAEWMQMSSLGTVDAPNFIVGNPWDDKLIFKLLSGLSKPVSSYPNTFEWQCKLPAIKPKTEFQLGSKLVYVHHLLGEGAFAQVYEATQGDLNDAKNKQKFVLKVQKPANPWEFYIGTQLMERLKPSMQHMFMKFYSAHLFQNGSVLVGELYSYGTLLNAINLYKNTPEKVMPQGLVISFAMRMLYMIEQVHDCEIIHGDIKPDNFILGNGFLEQDDEDDLSAGLALIDLGQSIDMKLFPKGTIFTAKCETSGFQCVEMLSNKPWNYQIDYFGVAATVYCMLFGTYMKVKNEGGECKPEGLFRRLPHLDMWNEFFHVMLNIPDCHHLPSLDLLRQKLKKVFQQHYTNKIRALRNRLIVLLLECKRSRK. The small molecule is COc1ncc(NC(=O)c2c(C)nsc2Nc2cnc3ccccc3n2)cc1C.